From a dataset of Full USPTO retrosynthesis dataset with 1.9M reactions from patents (1976-2016). Predict the reactants needed to synthesize the given product. (1) Given the product [CH2:1]([O:8][C:9]1[CH:10]=[C:11]([Cl:30])[C:12]([CH2:13][C@@H:14]2[CH2:18][CH2:17][N:16]([N:19]3[CH2:20][CH2:21][CH:22]([O:25][Si:40]([CH:44]([CH3:46])[CH3:45])([CH:41]([CH3:43])[CH3:42])[CH:37]([CH3:39])[CH3:38])[CH2:23][CH2:24]3)[C:15]2=[O:26])=[C:27]([Cl:29])[CH:28]=1)[C:2]1[CH:7]=[CH:6][CH:5]=[CH:4][CH:3]=1, predict the reactants needed to synthesize it. The reactants are: [CH2:1]([O:8][C:9]1[CH:28]=[C:27]([Cl:29])[C:12]([CH2:13][C@@H:14]2[CH2:18][CH2:17][N:16]([N:19]3[CH2:24][CH2:23][CH:22]([OH:25])[CH2:21][CH2:20]3)[C:15]2=[O:26])=[C:11]([Cl:30])[CH:10]=1)[C:2]1[CH:7]=[CH:6][CH:5]=[CH:4][CH:3]=1.N1C=CC=CC=1.[CH:37]([Si:40](OS(C(F)(F)F)(=O)=O)([CH:44]([CH3:46])[CH3:45])[CH:41]([CH3:43])[CH3:42])([CH3:39])[CH3:38]. (2) Given the product [OH:32][CH2:31][CH:30]([NH:29][C:24]([C:5]1[C:4]2[C:9](=[CH:10][CH:11]=[C:2]([Br:1])[CH:3]=2)[N:8]=[C:7]([C:12]2[CH:17]=[C:16]([O:18][CH3:19])[C:15]([O:20][CH3:21])=[C:14]([O:22][CH3:23])[CH:13]=2)[CH:6]=1)=[O:26])[CH2:33][C:34]1[C:38]2=[N:39][CH:40]=[CH:41][CH:42]=[C:37]2[NH:36][CH:35]=1, predict the reactants needed to synthesize it. The reactants are: [Br:1][C:2]1[CH:3]=[C:4]2[C:9](=[CH:10][CH:11]=1)[N:8]=[C:7]([C:12]1[CH:17]=[C:16]([O:18][CH3:19])[C:15]([O:20][CH3:21])=[C:14]([O:22][CH3:23])[CH:13]=1)[CH:6]=[C:5]2[C:24]([OH:26])=O.Cl.Cl.[NH2:29][CH:30]([CH2:33][C:34]1[C:38]2=[N:39][CH:40]=[CH:41][CH:42]=[C:37]2[NH:36][CH:35]=1)[CH2:31][OH:32].C1C=CC2N(O)N=NC=2C=1.CCN=C=NCCCN(C)C. (3) Given the product [CH2:1]([C:5]1[N:6]([NH:18][CH:19]([CH3:20])[CH3:21])[C:7]2[C:16]3[CH:15]=[CH:14][CH:13]=[CH:12][C:11]=3[N+:10]([O-:27])=[CH:9][C:8]=2[N:17]=1)[CH2:2][CH2:3][CH3:4], predict the reactants needed to synthesize it. The reactants are: [CH2:1]([C:5]1[N:6]([NH:18][CH:19]([CH3:21])[CH3:20])[C:7]2[C:16]3[CH:15]=[CH:14][CH:13]=[CH:12][C:11]=3[N:10]=[CH:9][C:8]=2[N:17]=1)[CH2:2][CH2:3][CH3:4].ClC1C=C(C=CC=1)C(OO)=[O:27]. (4) Given the product [I:19][C:2]1[CH:3]=[C:4]([N:8]2[N:12]=[N:11][C:10]([C:13]3[CH:18]=[CH:17][CH:16]=[CH:15][N:14]=3)=[N:9]2)[CH:5]=[CH:6][CH:7]=1, predict the reactants needed to synthesize it. The reactants are: Cl[C:2]1[CH:3]=[C:4]([N:8]2[N:12]=[N:11][C:10]([C:13]3[CH:18]=[CH:17][CH:16]=[CH:15][N:14]=3)=[N:9]2)[CH:5]=[CH:6][CH:7]=1.[I:19]C1C=C(C=CC=1)N.N1C=CC=CC=1C=O. (5) The reactants are: [Cl:1][C:2]1[CH:37]=[C:36]([CH3:38])[CH:35]=[CH:34][C:3]=1[CH2:4][C:5]1[CH:13]=[C:12]2[C:8]([C:9]([CH2:24][N:25](C)[C:26](=O)OC(C)(C)C)=[CH:10][N:11]2[S:14]([C:17]2[CH:22]=[CH:21][CH:20]=[C:19]([F:23])[CH:18]=2)(=[O:16])=[O:15])=[CH:7][CH:6]=1.Cl.C(OC(=O)C)C. Given the product [Cl:1][C:2]1[CH:37]=[C:36]([CH3:38])[CH:35]=[CH:34][C:3]=1[CH2:4][C:5]1[CH:13]=[C:12]2[C:8]([C:9]([CH2:24][NH:25][CH3:26])=[CH:10][N:11]2[S:14]([C:17]2[CH:22]=[CH:21][CH:20]=[C:19]([F:23])[CH:18]=2)(=[O:16])=[O:15])=[CH:7][CH:6]=1, predict the reactants needed to synthesize it. (6) The reactants are: [F:1][C:2]1[CH:3]=[C:4]([CH:20]=[C:21]([F:23])[CH:22]=1)[O:5][C:6]1[C:11]2[CH2:12][C:13]([CH3:16])([CH3:15])[O:14][C:10]=2[CH:9]=[C:8]([C:17]([OH:19])=O)[CH:7]=1.CCN=C=NCCCN(C)C.C1C=CC2N(O)N=NC=2C=1.CN1CCOCC1.[CH3:52][N:53]1[CH:57]=[CH:56][C:55]([NH2:58])=[N:54]1. Given the product [CH3:52][N:53]1[CH:57]=[CH:56][C:55]([NH:58][C:17]([C:8]2[CH:7]=[C:6]([O:5][C:4]3[CH:20]=[C:21]([F:23])[CH:22]=[C:2]([F:1])[CH:3]=3)[C:11]3[CH2:12][C:13]([CH3:15])([CH3:16])[O:14][C:10]=3[CH:9]=2)=[O:19])=[N:54]1, predict the reactants needed to synthesize it. (7) The reactants are: [C:1]([NH:4][C:5]1[CH:10]=[CH:9][C:8]([OH:11])=[CH:7][CH:6]=1)(=[O:3])[CH3:2].Cl[CH2:13][C:14]([CH3:16])=[CH2:15].C(=O)([O-])[O-].[K+].[K+]. Given the product [CH3:15][C:14](=[CH2:13])[CH2:16][O:11][C:8]1[CH:9]=[CH:10][C:5]([NH:4][C:1](=[O:3])[CH3:2])=[CH:6][CH:7]=1, predict the reactants needed to synthesize it.